From a dataset of NCI-60 drug combinations with 297,098 pairs across 59 cell lines. Regression. Given two drug SMILES strings and cell line genomic features, predict the synergy score measuring deviation from expected non-interaction effect. (1) Cell line: KM12. Synergy scores: CSS=15.4, Synergy_ZIP=-4.23, Synergy_Bliss=-0.414, Synergy_Loewe=-10.3, Synergy_HSA=-1.40. Drug 2: C1CCC(C(C1)N)N.C(=O)(C(=O)[O-])[O-].[Pt+4]. Drug 1: CS(=O)(=O)CCNCC1=CC=C(O1)C2=CC3=C(C=C2)N=CN=C3NC4=CC(=C(C=C4)OCC5=CC(=CC=C5)F)Cl. (2) Drug 1: CC1=C(C=C(C=C1)C(=O)NC2=CC(=CC(=C2)C(F)(F)F)N3C=C(N=C3)C)NC4=NC=CC(=N4)C5=CN=CC=C5. Drug 2: C1CN1C2=NC(=NC(=N2)N3CC3)N4CC4. Cell line: CAKI-1. Synergy scores: CSS=53.4, Synergy_ZIP=0.154, Synergy_Bliss=-0.0851, Synergy_Loewe=-9.10, Synergy_HSA=-2.71. (3) Drug 1: C1CC(=O)NC(=O)C1N2CC3=C(C2=O)C=CC=C3N. Drug 2: CC1C(C(=O)NC(C(=O)N2CCCC2C(=O)N(CC(=O)N(C(C(=O)O1)C(C)C)C)C)C(C)C)NC(=O)C3=C4C(=C(C=C3)C)OC5=C(C(=O)C(=C(C5=N4)C(=O)NC6C(OC(=O)C(N(C(=O)CN(C(=O)C7CCCN7C(=O)C(NC6=O)C(C)C)C)C)C(C)C)C)N)C. Cell line: K-562. Synergy scores: CSS=7.23, Synergy_ZIP=-1.59, Synergy_Bliss=2.62, Synergy_Loewe=4.84, Synergy_HSA=5.18. (4) Drug 1: CN1C2=C(C=C(C=C2)N(CCCl)CCCl)N=C1CCCC(=O)O.Cl. Drug 2: C1=NNC2=C1C(=O)NC=N2. Cell line: UO-31. Synergy scores: CSS=2.45, Synergy_ZIP=-0.133, Synergy_Bliss=1.67, Synergy_Loewe=0.963, Synergy_HSA=0.961. (5) Drug 1: C1CCC(C1)C(CC#N)N2C=C(C=N2)C3=C4C=CNC4=NC=N3. Cell line: IGROV1. Drug 2: CCN(CC)CCNC(=O)C1=C(NC(=C1C)C=C2C3=C(C=CC(=C3)F)NC2=O)C. Synergy scores: CSS=9.09, Synergy_ZIP=-3.09, Synergy_Bliss=-1.33, Synergy_Loewe=-1.91, Synergy_HSA=-1.87. (6) Drug 1: CCC1(C2=C(COC1=O)C(=O)N3CC4=CC5=C(C=CC(=C5CN(C)C)O)N=C4C3=C2)O.Cl. Drug 2: B(C(CC(C)C)NC(=O)C(CC1=CC=CC=C1)NC(=O)C2=NC=CN=C2)(O)O. Cell line: M14. Synergy scores: CSS=49.4, Synergy_ZIP=0.990, Synergy_Bliss=1.00, Synergy_Loewe=-2.90, Synergy_HSA=2.64. (7) Drug 2: CC1=C(N=C(N=C1N)C(CC(=O)N)NCC(C(=O)N)N)C(=O)NC(C(C2=CN=CN2)OC3C(C(C(C(O3)CO)O)O)OC4C(C(C(C(O4)CO)O)OC(=O)N)O)C(=O)NC(C)C(C(C)C(=O)NC(C(C)O)C(=O)NCCC5=NC(=CS5)C6=NC(=CS6)C(=O)NCCC[S+](C)C)O. Synergy scores: CSS=32.5, Synergy_ZIP=-2.46, Synergy_Bliss=-6.46, Synergy_Loewe=-17.0, Synergy_HSA=-4.42. Drug 1: CC1=C2C(C(=O)C3(C(CC4C(C3C(C(C2(C)C)(CC1OC(=O)C(C(C5=CC=CC=C5)NC(=O)OC(C)(C)C)O)O)OC(=O)C6=CC=CC=C6)(CO4)OC(=O)C)OC)C)OC. Cell line: OVCAR-5. (8) Drug 1: C1=NC2=C(N=C(N=C2N1C3C(C(C(O3)CO)O)F)Cl)N. Drug 2: C1=NC(=NC(=O)N1C2C(C(C(O2)CO)O)O)N. Cell line: SR. Synergy scores: CSS=72.2, Synergy_ZIP=6.62, Synergy_Bliss=10.4, Synergy_Loewe=7.90, Synergy_HSA=9.11. (9) Drug 1: CN(C)C1=NC(=NC(=N1)N(C)C)N(C)C. Drug 2: C1CC(C1)(C(=O)O)C(=O)O.[NH2-].[NH2-].[Pt+2]. Cell line: HCT116. Synergy scores: CSS=31.5, Synergy_ZIP=-9.46, Synergy_Bliss=-7.67, Synergy_Loewe=-17.4, Synergy_HSA=-7.32. (10) Drug 1: C1C(C(OC1N2C=C(C(=O)NC2=O)F)CO)O. Drug 2: CC1C(C(CC(O1)OC2CC(CC3=C2C(=C4C(=C3O)C(=O)C5=CC=CC=C5C4=O)O)(C(=O)C)O)N)O. Cell line: MOLT-4. Synergy scores: CSS=51.3, Synergy_ZIP=0.860, Synergy_Bliss=0.0196, Synergy_Loewe=-8.42, Synergy_HSA=2.46.